From a dataset of Forward reaction prediction with 1.9M reactions from USPTO patents (1976-2016). Predict the product of the given reaction. Given the reactants Cl.[NH:2]1[CH:6]=[CH:5][N:4]=[C:3]1[C:7]1[N:11]=[C:10]([C@H:12]2[CH2:17][CH2:16][CH2:15][NH:14][CH2:13]2)[O:9][N:8]=1.[F:18][C:19]1[CH:27]=[CH:26][C:22]([C:23](Cl)=[O:24])=[CH:21][CH:20]=1, predict the reaction product. The product is: [F:18][C:19]1[CH:27]=[CH:26][C:22]([C:23]([N:14]2[CH2:15][CH2:16][CH2:17][C@H:12]([C:10]3[O:9][N:8]=[C:7]([C:3]4[NH:2][CH:6]=[CH:5][N:4]=4)[N:11]=3)[CH2:13]2)=[O:24])=[CH:21][CH:20]=1.